From a dataset of Catalyst prediction with 721,799 reactions and 888 catalyst types from USPTO. Predict which catalyst facilitates the given reaction. (1) Reactant: [Cl:1][C:2]1[CH:7]=[CH:6][C:5]([C:8]2[N:9]=[C:10]([C:19]3[CH:24]=[CH:23][C:22]4[O:25][CH2:26][O:27][C:21]=4[CH:20]=3)[O:11][C:12]=2[CH2:13][CH2:14][C:15]([O:17]C)=[O:16])=[CH:4][CH:3]=1.[OH-].[K+].CO.Cl. Product: [Cl:1][C:2]1[CH:3]=[CH:4][C:5]([C:8]2[N:9]=[C:10]([C:19]3[CH:24]=[CH:23][C:22]4[O:25][CH2:26][O:27][C:21]=4[CH:20]=3)[O:11][C:12]=2[CH2:13][CH2:14][C:15]([OH:17])=[O:16])=[CH:6][CH:7]=1. The catalyst class is: 7. (2) Reactant: [CH2:1]1[C:4]2([CH2:8][N:7]([C:9]([O:11][CH2:12][C:13]3[CH:18]=[CH:17][CH:16]=[CH:15][CH:14]=3)=[O:10])[CH2:6][CH2:5]2)[CH2:3][NH:2]1.C(N(CC)CC)C.[CH:26]([S:29](Cl)(=[O:31])=[O:30])([CH3:28])[CH3:27]. Product: [CH:26]([S:29]([N:2]1[CH2:3][C:4]2([CH2:5][CH2:6][N:7]([C:9]([O:11][CH2:12][C:13]3[CH:18]=[CH:17][CH:16]=[CH:15][CH:14]=3)=[O:10])[CH2:8]2)[CH2:1]1)(=[O:31])=[O:30])([CH3:28])[CH3:27]. The catalyst class is: 2. (3) Reactant: [C:1]([O:5][C:6](=[O:26])[NH:7][C:8]1[CH2:9][O:10][CH2:11][C:12]([C:17]2[CH:22]=[CH:21][CH:20]=[C:19]([N:23]=[N+]=[N-])[CH:18]=2)([CH:14]([F:16])[F:15])[N:13]=1)([CH3:4])([CH3:3])[CH3:2]. Product: [C:1]([O:5][C:6](=[O:26])[NH:7][C:8]1[CH2:9][O:10][CH2:11][C:12]([C:17]2[CH:22]=[CH:21][CH:20]=[C:19]([NH2:23])[CH:18]=2)([CH:14]([F:16])[F:15])[N:13]=1)([CH3:4])([CH3:2])[CH3:3]. The catalyst class is: 791.